Dataset: Catalyst prediction with 721,799 reactions and 888 catalyst types from USPTO. Task: Predict which catalyst facilitates the given reaction. (1) Reactant: Cl.[CH2:2]([N:9]([CH2:31][C@@H:32]([C:34]1[CH:45]=[CH:44][C:37]2[O:38]C(C)(C)[O:40][CH2:41][C:36]=2[CH:35]=1)[OH:33])[CH2:10][CH2:11][CH2:12][CH2:13][CH2:14][CH2:15][O:16][CH2:17][CH2:18][CH2:19][CH2:20][C:21]1[CH:22]=[C:23]([S:27]([NH2:30])(=[O:29])=[O:28])[CH:24]=[CH:25][CH:26]=1)[C:3]1[CH:8]=[CH:7][CH:6]=[CH:5][CH:4]=1. Product: [CH2:2]([N:9]([CH2:31][C@H:32]([OH:33])[C:34]1[CH:45]=[CH:44][C:37]([OH:38])=[C:36]([CH2:41][OH:40])[CH:35]=1)[CH2:10][CH2:11][CH2:12][CH2:13][CH2:14][CH2:15][O:16][CH2:17][CH2:18][CH2:19][CH2:20][C:21]1[CH:22]=[C:23]([S:27]([NH2:30])(=[O:29])=[O:28])[CH:24]=[CH:25][CH:26]=1)[C:3]1[CH:4]=[CH:5][CH:6]=[CH:7][CH:8]=1. The catalyst class is: 8. (2) Reactant: [CH:1]([C:4]1[CH:16]=[C:15]2[C:7]([C:8]3[CH:9]=[CH:10][N:11]=[CH:12][C:13]=3[NH:14]2)=[CH:6][CH:5]=1)([CH3:3])[CH3:2].[ClH:17]. Product: [ClH:17].[CH:1]([C:4]1[CH:16]=[C:15]2[C:7]([C:8]3[CH:9]=[CH:10][N:11]=[CH:12][C:13]=3[NH:14]2)=[CH:6][CH:5]=1)([CH3:3])[CH3:2]. The catalyst class is: 158.